Dataset: Full USPTO retrosynthesis dataset with 1.9M reactions from patents (1976-2016). Task: Predict the reactants needed to synthesize the given product. (1) Given the product [CH3:36][C@H:16]1[C:17]2[C:22]([N:23]3[CH2:28][CH2:27][N:26]([C:29]([O:31][C:32]([CH3:35])([CH3:34])[CH3:33])=[O:30])[CH2:25][CH2:24]3)=[N:21][CH:20]=[N:19][C:18]=2[C@H:14]([O:13][C:8](=[O:9])[C:7]2[CH:6]=[CH:5][C:4]([N+:1]([O-:3])=[O:2])=[CH:12][CH:11]=2)[CH2:15]1.[CH3:36][C@H:16]1[C:17]2[C:22]([N:23]3[CH2:28][CH2:27][N:26]([C:29]([O:31][C:32]([CH3:35])([CH3:34])[CH3:33])=[O:30])[CH2:25][CH2:24]3)=[N:21][CH:20]=[N:19][C:18]=2[C@@H:14]([O:13][C:8](=[O:9])[C:7]2[CH:6]=[CH:5][C:4]([N+:1]([O-:3])=[O:2])=[CH:12][CH:11]=2)[CH2:15]1, predict the reactants needed to synthesize it. The reactants are: [N+:1]([C:4]1[CH:12]=[CH:11][C:7]([C:8](Cl)=[O:9])=[CH:6][CH:5]=1)([O-:3])=[O:2].[OH:13][CH:14]1[C:18]2[N:19]=[CH:20][N:21]=[C:22]([N:23]3[CH2:28][CH2:27][N:26]([C:29]([O:31][C:32]([CH3:35])([CH3:34])[CH3:33])=[O:30])[CH2:25][CH2:24]3)[C:17]=2[C@H:16]([CH3:36])[CH2:15]1.CCN(CC)CC.C([O-])(O)=O.[Na+]. (2) Given the product [CH3:28][N:27]([CH3:29])[CH2:26][CH2:25][N:21]1[C:22]2[C:18](=[CH:17][C:16]([NH:15][S:11]([C:2]3[CH:3]=[CH:4][C:5]4[C:10](=[CH:9][CH:8]=[CH:7][CH:6]=4)[CH:1]=3)(=[O:13])=[O:12])=[CH:24][CH:23]=2)[CH:19]=[CH:20]1, predict the reactants needed to synthesize it. The reactants are: [CH:1]1[C:10]2[C:5](=[CH:6][CH:7]=[CH:8][CH:9]=2)[CH:4]=[CH:3][C:2]=1[S:11](Cl)(=[O:13])=[O:12].[NH2:15][C:16]1[CH:17]=[C:18]2[C:22](=[CH:23][CH:24]=1)[N:21]([CH2:25][CH2:26][N:27]([CH3:29])[CH3:28])[CH:20]=[CH:19]2. (3) Given the product [F:1][C:2]([F:22])([F:21])[C:96]([OH:98])=[O:99].[F:23][C:24]([F:55])([F:56])[C:25]1[CH:26]=[C:27]([CH:52]=[CH:53][CH:54]=1)[CH2:28][CH2:29][O:30][C:31]1[CH:32]=[CH:33][C:34]([NH:37][C:38](=[O:39])[C@:40]([NH2:44])([CH3:43])[CH2:41][OH:42])=[CH:35][CH:36]=1, predict the reactants needed to synthesize it. The reactants are: [F:1][C:2]([F:22])([F:21])C1C=C(C=CC=1)CCOC1C=CC([N+]([O-])=O)=CC=1.[F:23][C:24]([F:56])([F:55])[C:25]1[CH:26]=[C:27]([CH:52]=[CH:53][CH:54]=1)[CH2:28][CH2:29][O:30][C:31]1[CH:36]=[CH:35][C:34]([NH:37][C:38]([C@:40]([NH:44]C(=O)OC(C)(C)C)([CH3:43])[CH2:41][OH:42])=[O:39])=[CH:33][CH:32]=1.C(N[C@](C)(C(O)=O)CO)(OC(C)(C)C)=O.CN(C(ON1N=NC2C=CC=NC1=2)=[N+](C)C)C.F[P-](F)(F)(F)(F)F.[C:96](=[O:99])([O-:98])N. (4) Given the product [F:16][C:17]1[CH:18]=[CH:19][C:20]([N:23]2[C:27]([CH3:28])=[C:26]([C:29]([NH:9][C:7]3[CH:6]=[CH:5][CH:4]=[C:3]([C:2]([F:1])([F:10])[F:11])[N:8]=3)=[O:30])[N:25]=[N:24]2)=[CH:21][CH:22]=1, predict the reactants needed to synthesize it. The reactants are: [F:1][C:2]([F:11])([F:10])[C:3]1[N:8]=[C:7]([NH2:9])[CH:6]=[CH:5][CH:4]=1.C[Al](C)C.[F:16][C:17]1[CH:22]=[CH:21][C:20]([N:23]2[C:27]([CH3:28])=[C:26]([C:29](OCC)=[O:30])[N:25]=[N:24]2)=[CH:19][CH:18]=1.CO. (5) Given the product [CH:18]1([C:24]([N:4]2[CH2:5][C:6]3[CH:11]=[CH:10][C:9]([C:12]([O:14][CH:15]([CH3:17])[CH3:16])=[O:13])=[N:8][C:7]=3[O:1][CH2:2][CH2:3]2)=[O:25])[CH2:23][CH2:22][CH2:21][CH2:20][CH2:19]1, predict the reactants needed to synthesize it. The reactants are: [O:1]1[C:7]2[N:8]=[C:9]([C:12]([O:14][CH:15]([CH3:17])[CH3:16])=[O:13])[CH:10]=[CH:11][C:6]=2[CH2:5][NH:4][CH2:3][CH2:2]1.[CH:18]1([C:24](Cl)=[O:25])[CH2:23][CH2:22][CH2:21][CH2:20][CH2:19]1.CCN(CC)CC. (6) Given the product [F:48][C:49]1[CH:50]=[CH:51][C:52]([N:55]2[C:63]3[CH2:62][CH2:61][CH2:60][N:59]([C:9](=[O:11])[CH2:8][N:6]4[C:5]5[CH2:12][CH2:13][CH2:14][C:4]=5[C:3]([C:2]([F:1])([F:16])[F:15])=[N:7]4)[C:58]=3[CH:57]=[N:56]2)=[CH:53][CH:54]=1, predict the reactants needed to synthesize it. The reactants are: [F:1][C:2]([F:16])([F:15])[C:3]1[C:4]2[CH2:14][CH2:13][CH2:12][C:5]=2[N:6]([CH2:8][C:9]([OH:11])=O)[N:7]=1.CCN(CC)CC.CN(C(ON1N=NC2C=CC=NC1=2)=[N+](C)C)C.F[P-](F)(F)(F)(F)F.[F:48][C:49]1[CH:54]=[CH:53][C:52]([N:55]2[C:63]3[CH2:62][CH2:61][CH2:60][NH:59][C:58]=3[CH:57]=[N:56]2)=[CH:51][CH:50]=1. (7) Given the product [CH3:1][N:2]1[CH2:15][CH2:14][C:5]2[N:6]([CH2:25][CH2:24][C:21]3[CH:22]=[CH:23][C:18]([NH:17][CH3:16])=[N:19][CH:20]=3)[C:7]3[CH:8]=[CH:9][C:10]([CH3:13])=[CH:11][C:12]=3[C:4]=2[CH2:3]1, predict the reactants needed to synthesize it. The reactants are: [CH3:1][N:2]1[CH2:15][CH2:14][C:5]2[NH:6][C:7]3[CH:8]=[CH:9][C:10]([CH3:13])=[CH:11][C:12]=3[C:4]=2[CH2:3]1.[CH3:16][NH:17][C:18]1[CH:23]=[CH:22][C:21]([CH:24]=[CH2:25])=[CH:20][N:19]=1.[OH-].[K+]. (8) Given the product [OH:6][N:7]1[C:12](=[O:13])[C:11]2[S:14][C:15]([C:17]3[CH:18]=[CH:19][CH:20]=[CH:21][CH:22]=3)=[CH:16][C:10]=2[N:9]([CH2:31][CH:32]2[CH2:36][CH2:35][CH2:34][O:33]2)[C:8]1=[O:23], predict the reactants needed to synthesize it. The reactants are: COC1C=C(OC)C=CC=1C[O:6][N:7]1[C:12](=[O:13])[C:11]2[S:14][C:15]([C:17]3[CH:22]=[CH:21][CH:20]=[CH:19][CH:18]=3)=[CH:16][C:10]=2[NH:9][C:8]1=[O:23].Br[CH2:31][CH:32]1[CH2:36][CH2:35][CH2:34][O:33]1.